Predict the reaction yield, written as a fraction of the theoretical maximum amount of product (1.0 means a 100% yield; for example, 0.34 means a 34% yield). From a dataset of Reaction yield outcomes from USPTO patents with 853,638 reactions. (1) The reactants are Cl[C:2]1[N:7]=[CH:6][N:5]=[C:4]([NH:8][C:9]2[CH:14]=[CH:13][CH:12]=[C:11]([NH2:15])[N:10]=2)[CH:3]=1.[CH3:16][O:17][C:18]1[CH:19]=[C:20]([OH:24])[CH:21]=[CH:22][CH:23]=1.C([O-])([O-])=O.[K+].[K+]. The catalyst is CN(C=O)C.CCOC(C)=O. The product is [O:17]([C:18]1[CH:19]=[C:20]([CH:21]=[CH:22][CH:23]=1)[O:24][C:2]1[N:7]=[CH:6][N:5]=[C:4]([NH:8][C:9]2[CH:14]=[CH:13][CH:12]=[C:11]([NH2:15])[N:10]=2)[CH:3]=1)[CH3:16]. The yield is 0.407. (2) The reactants are Br[C:2]1[CH:3]=[N:4][CH:5]=[C:6]([Br:8])[CH:7]=1.[CH2:9]([OH:11])[CH3:10]. No catalyst specified. The product is [Br:8][C:6]1[CH:5]=[N:4][CH:3]=[C:2]([O:11][CH2:9][CH3:10])[CH:7]=1. The yield is 0.690. (3) The reactants are [N+:1]([C:4]1[CH:25]=[C:24]([N+:26]([O-])=O)[CH:23]=[CH:22][C:5]=1[O:6][C:7]1[CH:21]=[CH:20][C:10]([O:11][CH2:12][CH2:13][CH2:14][CH2:15][CH2:16][CH2:17][CH2:18][CH3:19])=[CH:9][CH:8]=1)([O-])=O.[H][H]. The catalyst is [Pd].C(O)C. The product is [NH2:1][C:4]1[CH:25]=[C:24]([NH2:26])[CH:23]=[CH:22][C:5]=1[O:6][C:7]1[CH:21]=[CH:20][C:10]([O:11][CH2:12][CH2:13][CH2:14][CH2:15][CH2:16][CH2:17][CH2:18][CH3:19])=[CH:9][CH:8]=1. The yield is 0.850. (4) The reactants are [NH2:1][C:2]1[CH:7]=[CH:6][C:5]([OH:8])=[CH:4][C:3]=1[CH2:9][NH:10][CH:11]1[CH2:16][CH2:15][N:14]([CH2:17][C:18]2[CH:23]=[CH:22][CH:21]=[CH:20][CH:19]=2)[CH2:13][CH2:12]1.[C:24](C1NC=CN=1)(C1NC=CN=1)=[O:25]. The catalyst is O1CCCC1. The product is [CH2:17]([N:14]1[CH2:13][CH2:12][CH:11]([N:10]2[CH2:9][C:3]3[C:2](=[CH:7][CH:6]=[C:5]([OH:8])[CH:4]=3)[NH:1][C:24]2=[O:25])[CH2:16][CH2:15]1)[C:18]1[CH:19]=[CH:20][CH:21]=[CH:22][CH:23]=1. The yield is 0.570. (5) The reactants are [CH3:1][C:2]1[CH:17]=[C:5]2[N:6]=[C:7]([NH2:16])[CH:8]=[C:9]([C:10]3[CH:15]=[CH:14][CH:13]=[CH:12][CH:11]=3)[N:4]2[N:3]=1.Cl[C:19]([C:21]1[CH:26]=[CH:25][C:24]([C:27]([CH3:34])([CH3:33])[CH2:28][C:29]([O:31][CH3:32])=[O:30])=[CH:23][CH:22]=1)=[O:20].C([O-])(O)=O.[Na+]. The catalyst is N1C=CC=CC=1.ClCCl. The product is [CH3:34][C:27]([C:24]1[CH:23]=[CH:22][C:21]([C:19](=[O:20])[NH:16][C:7]2[CH:8]=[C:9]([C:10]3[CH:15]=[CH:14][CH:13]=[CH:12][CH:11]=3)[N:4]3[N:3]=[C:2]([CH3:1])[CH:17]=[C:5]3[N:6]=2)=[CH:26][CH:25]=1)([CH3:33])[CH2:28][C:29]([O:31][CH3:32])=[O:30]. The yield is 0.150. (6) The reactants are Br[CH2:2][C:3]1[S:4][C:5]2[CH:11]=[C:10]([O:12][CH3:13])[C:9]([O:14][CH3:15])=[CH:8][C:6]=2[N:7]=1.[P:16]([O:23]CC)([O:20][CH2:21][CH3:22])[O:17][CH2:18][CH3:19]. No catalyst specified. The product is [CH2:18]([O:17][P:16]([CH2:2][C:3]1[S:4][C:5]2[CH:11]=[C:10]([O:12][CH3:13])[C:9]([O:14][CH3:15])=[CH:8][C:6]=2[N:7]=1)(=[O:23])[O:20][CH2:21][CH3:22])[CH3:19]. The yield is 0.920. (7) The reactants are [CH2:1]([C:3]1[CH:4]=[C:5]([CH2:9][S:10][C:11]2[N:16]=[C:15]([OH:17])[CH:14]=[C:13]([CH3:18])[N:12]=2)[CH:6]=[N:7][CH:8]=1)[CH3:2].[ClH:19].O1CCOCC1.CCOCC. The catalyst is CO. The product is [ClH:19].[CH2:1]([C:3]1[CH:4]=[C:5]([CH2:9][S:10][C:11]2[N:16]=[C:15]([OH:17])[CH:14]=[C:13]([CH3:18])[N:12]=2)[CH:6]=[N:7][CH:8]=1)[CH3:2]. The yield is 0.950.